The task is: Predict which catalyst facilitates the given reaction.. This data is from Catalyst prediction with 721,799 reactions and 888 catalyst types from USPTO. (1) Reactant: [CH:1]([NH2:4])([CH3:3])[CH3:2].[I:5][C:6]1[CH:16]=[CH:15][CH:14]=[C:8]2[C:9]([O:11][C:12](=[O:13])[C:7]=12)=[O:10]. Product: [I:5][C:6]1[CH:16]=[CH:15][CH:14]=[C:8]([C:9]([OH:11])=[O:10])[C:7]=1[C:12]([NH:4][CH:1]([CH3:3])[CH3:2])=[O:13]. The catalyst class is: 10. (2) Reactant: C[CH2:2][O:3][CH2:4][CH3:5].[O:6]1C(=O)C[CH2:8][C:7]1=[O:12].C([O-])(O)=[O:14].[Na+]. Product: [CH3:2][O:3][C:4]([CH2:5][CH2:8][C:7]([OH:12])=[O:6])=[O:14]. The catalyst class is: 5. (3) Reactant: ClCC1C=CC=CC=1C(=CO)C(OC)=O.[Cl:16][CH2:17][C:18]1[CH:23]=[CH:22][CH:21]=[CH:20][C:19]=1[CH2:24][C:25]([O:27][CH3:28])=[O:26].CS(O)(=O)=O.[CH:34](OC)([O:37][CH3:38])[O:35][CH3:36]. Product: [Cl:16][CH2:17][C:18]1[CH:23]=[CH:22][CH:21]=[CH:20][C:19]=1[CH:24]([CH:34]([O:37][CH3:38])[O:35][CH3:36])[C:25]([O:27][CH3:28])=[O:26]. The catalyst class is: 159.